Dataset: Catalyst prediction with 721,799 reactions and 888 catalyst types from USPTO. Task: Predict which catalyst facilitates the given reaction. (1) Reactant: [C:1]([O:5][C:6]([NH:8][CH2:9][C:10]1[CH:15]=[CH:14][C:13]([F:16])=[C:12]([C:17]2[CH2:18][CH2:19][N:20]([C:23]([C:25]3[CH:26]=[N:27][CH:28]=[C:29]([CH2:31][CH2:32][C:33]4[CH:38]=[CH:37][CH:36]=[CH:35][CH:34]=4)[CH:30]=3)=[O:24])[CH2:21][CH:22]=2)[CH:11]=1)=[O:7])([CH3:4])([CH3:3])[CH3:2]. Product: [C:1]([O:5][C:6]([NH:8][CH2:9][C:10]1[CH:15]=[CH:14][C:13]([F:16])=[C:12]([CH:17]2[CH2:18][CH2:19][N:20]([C:23]([C:25]3[CH:26]=[N:27][CH:28]=[C:29]([CH2:31][CH2:32][C:33]4[CH:34]=[CH:35][CH:36]=[CH:37][CH:38]=4)[CH:30]=3)=[O:24])[CH2:21][CH2:22]2)[CH:11]=1)=[O:7])([CH3:4])([CH3:2])[CH3:3]. The catalyst class is: 29. (2) Reactant: [CH:1]1([CH:4]([C:11]2[CH:16]=[CH:15][N:14]=[C:13]([O:17][CH2:18][CH:19]3[CH2:24][CH2:23][N:22]([C:25]4[C:30]([C:31]([OH:33])=O)=[CH:29][N:28]=[C:27]([O:34][CH3:35])[CH:26]=4)[CH2:21][CH2:20]3)[CH:12]=2)[CH2:5][C:6]([O:8][CH2:9][CH3:10])=[O:7])[CH2:3][CH2:2]1.ClC(N(C)C)=C(C)C.[CH3:44][C:45]([CH3:57])([CH3:56])[CH2:46][NH:47][C:48]1[CH:53]=[C:52]([CH3:54])[N:51]=[C:50]([CH3:55])[N:49]=1.C(N(CC)CC)C. Product: [CH:1]1([CH:4]([C:11]2[CH:16]=[CH:15][N:14]=[C:13]([O:17][CH2:18][CH:19]3[CH2:24][CH2:23][N:22]([C:25]4[C:30]([C:31](=[O:33])[N:47]([CH2:46][C:45]([CH3:57])([CH3:56])[CH3:44])[C:48]5[CH:53]=[C:52]([CH3:54])[N:51]=[C:50]([CH3:55])[N:49]=5)=[CH:29][N:28]=[C:27]([O:34][CH3:35])[CH:26]=4)[CH2:21][CH2:20]3)[CH:12]=2)[CH2:5][C:6]([O:8][CH2:9][CH3:10])=[O:7])[CH2:3][CH2:2]1. The catalyst class is: 11. (3) Reactant: [CH3:1][NH:2][CH2:3][CH2:4][N:5]1[C:11]2[CH:12]=[CH:13][CH:14]=[CH:15][C:10]=2[CH2:9][O:8][C:7]2[CH:16]=[CH:17][CH:18]=[CH:19][C:6]1=2.S(O[CH2:25][CH2:26][C:27]1[CH:32]=[CH:31][CH:30]=[C:29]([O:33][CH3:34])[CH:28]=1)(=O)(=O)C.C(=O)([O-])[O-].[Na+].[Na+].[I-].[Na+]. Product: [CH3:34][O:33][C:29]1[CH:28]=[C:27]([CH:32]=[CH:31][CH:30]=1)[CH2:26][CH2:25][N:2]([CH2:3][CH2:4][N:5]1[C:11]2[CH:12]=[CH:13][CH:14]=[CH:15][C:10]=2[CH2:9][O:8][C:7]2[CH:16]=[CH:17][CH:18]=[CH:19][C:6]1=2)[CH3:1]. The catalyst class is: 10. (4) Reactant: C([O:5][C:6]([N:8]1[CH2:13][CH2:12][N:11]([C:14]2[N:22]=[C:21]3[C:17]([N:18]([CH2:23][C:24]([O:26]C(C)(C)C)=[O:25])[CH:19]=[N:20]3)=[C:16]([NH2:31])[N:15]=2)[CH2:10][CH2:9]1)=[O:7])(C)(C)C.[C:32]([C:36](O)=O)(F)(F)F.C(=O)([O-])[O-].[K+].[K+].C(=O)(O)[O-].[Na+].[CH2:50]1[CH2:54]O[CH2:52][CH2:51]1. Product: [CH:50]1[C:54]2[CH:36]([CH2:32][O:5][C:6]([N:8]3[CH2:9][CH2:10][N:11]([C:14]4[N:22]=[C:21]5[C:17]([N:18]([CH2:23][C:24]([OH:26])=[O:25])[CH:19]=[N:20]5)=[C:16]([NH2:31])[N:15]=4)[CH2:12][CH2:13]3)=[O:7])[C:52]3[C:51](=[CH:52][CH:54]=[CH:50][CH:51]=3)[C:50]=2[CH:54]=[CH:52][CH:51]=1. The catalyst class is: 2. (5) Reactant: [H-].[Na+].[CH2:3]([C:6]1[C:14]2[C:9](=[CH:10][CH:11]=[CH:12][CH:13]=2)[NH:8][CH:7]=1)[CH2:4][CH3:5].[F:15][C:16]1[CH:35]=[CH:34][C:19]([CH2:20][NH:21][C:22]([C:24]2[CH:29]=[CH:28][C:27]([S:30](Cl)(=[O:32])=[O:31])=[CH:26][CH:25]=2)=[O:23])=[CH:18][CH:17]=1.C([O-])(O)=O.[Na+]. Product: [F:15][C:16]1[CH:17]=[CH:18][C:19]([CH2:20][NH:21][C:22](=[O:23])[C:24]2[CH:29]=[CH:28][C:27]([S:30]([N:8]3[C:9]4[C:14](=[CH:13][CH:12]=[CH:11][CH:10]=4)[C:6]([CH2:3][CH2:4][CH3:5])=[CH:7]3)(=[O:31])=[O:32])=[CH:26][CH:25]=2)=[CH:34][CH:35]=1. The catalyst class is: 49. (6) Reactant: [Si]([O:8][C:9]1[CH:14]=[CH:13][C:12]([N:15]([C:62]2[CH:67]=[CH:66][CH:65]=[CH:64][CH:63]=2)[C:16]([C:18]2[CH:19]=[C:20]([C:27]3[C:28]([C:36]([N:38]4[C@H:47]([CH2:48][CH2:49][N:50]([CH2:58][CH:59]([F:61])[F:60])C(=O)OC(C)(C)C)[CH2:46][C:45]5[C:40](=[CH:41][CH:42]=[CH:43][CH:44]=5)[CH2:39]4)=[O:37])=[CH:29][C:30]4[O:34][CH2:33][O:32][C:31]=4[CH:35]=3)[N:21]3[C:26]=2[CH2:25][CH2:24][CH2:23][CH2:22]3)=[O:17])=[CH:11][CH:10]=1)(C(C)(C)C)(C)C.[OH-].[K+].Cl. Product: [F:61][CH:59]([F:60])[CH2:58][NH:50][CH2:49][CH2:48][C@@H:47]1[CH2:46][C:45]2[C:40](=[CH:41][CH:42]=[CH:43][CH:44]=2)[CH2:39][N:38]1[C:36]([C:28]1[C:27]([C:20]2[N:21]3[C:26]([CH2:25][CH2:24][CH2:23][CH2:22]3)=[C:18]([C:16]([N:15]([C:12]3[CH:13]=[CH:14][C:9]([OH:8])=[CH:10][CH:11]=3)[C:62]3[CH:63]=[CH:64][CH:65]=[CH:66][CH:67]=3)=[O:17])[CH:19]=2)=[CH:35][C:31]2[O:32][CH2:33][O:34][C:30]=2[CH:29]=1)=[O:37]. The catalyst class is: 71. (7) Reactant: [N:1]1[CH:6]=[CH:5][CH:4]=[CH:3][C:2]=1[C:7]1[O:8][C:9]2[CH2:10][N:11]([C:16]3[CH:17]=[C:18]([CH:21]=[CH:22][CH:23]=3)[C:19]#[N:20])[CH2:12][CH2:13][C:14]=2[N:15]=1.C1C=C(Cl)C=C(C(OO)=[O:32])C=1. Product: [C:19]([C:18]1[CH:17]=[C:16]([N:11]2[CH2:12][CH2:13][C:14]3[N:15]=[C:7]([C:2]4[CH:3]=[CH:4][CH:5]=[CH:6][N+:1]=4[O-:32])[O:8][C:9]=3[CH2:10]2)[CH:23]=[CH:22][CH:21]=1)#[N:20]. The catalyst class is: 2. (8) Reactant: [Cl:1][C:2]1[CH:3]=[C:4]([C@H:8]2[C@H:13]([C:14]3[CH:19]=[CH:18][C:17]([Cl:20])=[CH:16][N:15]=3)[NH:12][C:11](=[O:21])[CH2:10][CH2:9]2)[CH:5]=[CH:6][CH:7]=1.[H-].[Na+].Br[CH:25]([CH2:31][CH3:32])[C:26]([O:28][CH2:29][CH3:30])=[O:27]. Product: [Cl:1][C:2]1[CH:3]=[C:4]([C@H:8]2[CH2:9][CH2:10][C:11](=[O:21])[N:12]([C@@H:25]([CH2:31][CH3:32])[C:26]([O:28][CH2:29][CH3:30])=[O:27])[C@@H:13]2[C:14]2[CH:19]=[CH:18][C:17]([Cl:20])=[CH:16][N:15]=2)[CH:5]=[CH:6][CH:7]=1. The catalyst class is: 3.